Dataset: Peptide-MHC class II binding affinity with 134,281 pairs from IEDB. Task: Regression. Given a peptide amino acid sequence and an MHC pseudo amino acid sequence, predict their binding affinity value. This is MHC class II binding data. The peptide sequence is AAATAGTTHYGAFAA. The MHC is HLA-DPA10103-DPB10601 with pseudo-sequence HLA-DPA10103-DPB10601. The binding affinity (normalized) is 0.